This data is from Catalyst prediction with 721,799 reactions and 888 catalyst types from USPTO. The task is: Predict which catalyst facilitates the given reaction. Reactant: [CH2:1]([O:8][C:9]1[C:14]([O:15]C(=O)C)=[C:13]([CH:19]=[O:20])[C:12]([N+:21]([O-:23])=[O:22])=[CH:11][CH:10]=1)[C:2]1[CH:7]=[CH:6][CH:5]=[CH:4][CH:3]=1.Cl.[C:25](OCC)(=[O:27])C.[CH2:31]1COCC1. Product: [CH2:1]([O:8][C:9]1[C:14]([OH:15])=[C:13]([CH:19]([O:20][CH3:31])[O:27][CH3:25])[C:12]([N+:21]([O-:23])=[O:22])=[CH:11][CH:10]=1)[C:2]1[CH:3]=[CH:4][CH:5]=[CH:6][CH:7]=1. The catalyst class is: 273.